This data is from Forward reaction prediction with 1.9M reactions from USPTO patents (1976-2016). The task is: Predict the product of the given reaction. (1) Given the reactants [C:1]([O:4][C:5]1[C:6]([CH3:18])=[C:7]2[C:12](=[CH:13][C:14]=1[CH3:15])[O:11][C:10]([CH3:17])([CH3:16])[CH2:9][CH2:8]2)(=[O:3])[CH3:2].[N+:19]([O-])([OH:21])=[O:20], predict the reaction product. The product is: [C:1]([O:4][C:5]1[C:6]([CH3:18])=[C:7]2[C:12](=[C:13]([N+:19]([O-:21])=[O:20])[C:14]=1[CH3:15])[O:11][C:10]([CH3:17])([CH3:16])[CH2:9][CH2:8]2)(=[O:3])[CH3:2]. (2) The product is: [C:1]([O:4][C:5]1[CH:10]=[CH:9][C:8]([NH:11][C:12](=[O:14])[CH3:13])=[C:7]([O:15][CH2:19][C@@H:17]2[CH2:18][O:16]2)[CH:6]=1)(=[O:3])[CH3:2]. Given the reactants [C:1]([O:4][C:5]1[CH:10]=[CH:9][C:8]([NH:11][C:12](=[O:14])[CH3:13])=[C:7]([OH:15])[CH:6]=1)(=[O:3])[CH3:2].[O:16]1[CH2:18][C@H:17]1[CH2:19]OS(C1C=CC=C([N+]([O-])=O)C=1)(=O)=O.C([O-])([O-])=O.[Cs+].[Cs+], predict the reaction product.